Dataset: Forward reaction prediction with 1.9M reactions from USPTO patents (1976-2016). Task: Predict the product of the given reaction. (1) The product is: [NH2:8][C:7]1[N:18]([C:12]2[CH:17]=[CH:16][CH:15]=[CH:14][CH:13]=2)[N:19]=[C:2]([CH:3]([F:5])[F:4])[C:6]=1[C:9]#[N:10]. Given the reactants Cl[C:2](=[C:6]([C:9]#[N:10])[C:7]#[N:8])[CH:3]([F:5])[F:4].Cl.[C:12]1([NH:18][NH2:19])[CH:17]=[CH:16][CH:15]=[CH:14][CH:13]=1, predict the reaction product. (2) Given the reactants [Br:1][C:2]1[CH:3]=[CH:4][C:5]([Cl:32])=[C:6]([C:8]2[C:13]([C:14]([C:16]3[C:17]([C:23]4[CH:28]=[C:27]([Br:29])[CH:26]=[CH:25][C:24]=4[Cl:30])=[N:18][C:19](Br)=[CH:20][CH:21]=3)=[O:15])=[CH:12][CH:11]=[C:10](Br)[N:9]=2)[CH:7]=1.[CH2:33]([Al](CC)CC)[CH3:34].[Cl-].[Ce+3].[Cl-].[Cl-].C(=O)([O-])O.[Na+].O1CC[CH2:51][CH2:50]1, predict the reaction product. The product is: [Br:29][C:27]1[CH:26]=[CH:25][C:24]([Cl:30])=[C:23]([C:17]2[C:16]([C:14]([C:13]3[C:8]([C:6]4[CH:7]=[C:2]([Br:1])[CH:3]=[CH:4][C:5]=4[Cl:32])=[N:9][C:10]([CH2:33][CH3:34])=[CH:11][CH:12]=3)=[O:15])=[CH:21][CH:20]=[C:19]([CH2:50][CH3:51])[N:18]=2)[CH:28]=1. (3) Given the reactants [C:1]([N:4]1[CH:13](C(O)=O)[CH2:12][C:11]2[C:6](=[CH:7][CH:8]=[CH:9][CH:10]=2)[CH2:5]1)(=O)[CH3:2].[C:17]([C:23]([O:25][CH3:26])=[O:24])#[C:18][C:19]([O:21][CH3:22])=[O:20], predict the reaction product. The product is: [CH3:22][O:21][C:19]([C:18]1[C:17]([C:23]([O:25][CH3:26])=[O:24])=[C:1]([CH3:2])[N:4]2[C:13]=1[CH2:12][C:11]1[CH:10]=[CH:9][CH:8]=[CH:7][C:6]=1[CH2:5]2)=[O:20]. (4) Given the reactants [F:1][C:2]1[CH:3]=[C:4]2[C:9](=[CH:10][CH:11]=1)[NH:8][C@@H:7]([CH3:12])[CH2:6][C@H:5]2[NH:13][C:14]1[CH:19]=[CH:18][C:17]([F:20])=[CH:16][CH:15]=1.[Cl:21][C:22]1[CH:23]=[C:24]([CH:28]=[CH:29][C:30]=1[F:31])[C:25](Cl)=[O:26], predict the reaction product. The product is: [Cl:21][C:22]1[CH:23]=[C:24]([CH:28]=[CH:29][C:30]=1[F:31])[C:25]([N:8]1[C:9]2[C:4](=[CH:3][C:2]([F:1])=[CH:11][CH:10]=2)[C@H:5]([NH:13][C:14]2[CH:19]=[CH:18][C:17]([F:20])=[CH:16][CH:15]=2)[CH2:6][C@@H:7]1[CH3:12])=[O:26]. (5) Given the reactants Cl.[CH2:2]([O:4][C:5](=[O:9])[CH2:6][CH2:7][NH2:8])[CH3:3].FC(F)(F)S(O[C:16]1[CH:21]=[CH:20][C:19]([C:22]([CH3:25])([CH3:24])[CH3:23])=[CH:18][CH:17]=1)(=O)=O.CC(C1C=C(C(C)C)C(C2C=CC=CC=2P(C2CCCCC2)C2CCCCC2)=C(C(C)C)C=1)C.C(N(C(C)C)CC)(C)C.C(=O)([O-])[O-].[Cs+].[Cs+], predict the reaction product. The product is: [C:22]([C:19]1[CH:20]=[CH:21][C:16]([NH:8][CH2:7][CH2:6][C:5]([O:4][CH2:2][CH3:3])=[O:9])=[CH:17][CH:18]=1)([CH3:25])([CH3:24])[CH3:23]. (6) Given the reactants [F:1][C:2]([F:18])([C:8]1[CH:13]=[CH:12][CH:11]=[C:10]([S:14]([CH3:17])(=[O:16])=[O:15])[CH:9]=1)[C:3]([O:5]CC)=[O:4].O.[OH-].[Li+], predict the reaction product. The product is: [F:18][C:2]([F:1])([C:8]1[CH:13]=[CH:12][CH:11]=[C:10]([S:14]([CH3:17])(=[O:16])=[O:15])[CH:9]=1)[C:3]([OH:5])=[O:4]. (7) Given the reactants Cl[C:2]1[CH:7]=[CH:6][C:5]([N+:8]([O-:10])=[O:9])=[CH:4][N:3]=1.[NH2:11][C:12]1[CH:17]=[CH:16][C:15]([CH2:18][CH2:19][C:20]([O:22][CH2:23][CH3:24])=[O:21])=[CH:14][C:13]=1[O:25][CH3:26].C(O)(=O)C.C(OCC)(=O)C, predict the reaction product. The product is: [CH3:26][O:25][C:13]1[CH:14]=[C:15]([CH2:18][CH2:19][C:20]([O:22][CH2:23][CH3:24])=[O:21])[CH:16]=[CH:17][C:12]=1[NH:11][C:2]1[CH:7]=[CH:6][C:5]([N+:8]([O-:10])=[O:9])=[CH:4][N:3]=1. (8) Given the reactants [CH3:1][C:2]1[N:7]=[CH:6][C:5]([N:8]2[CH:12]=[C:11]([C:13]3[CH:18]=[CH:17][CH:16]=[CH:15][N:14]=3)[N:10]=[C:9]2[C:19]2[CH:24]=[CH:23][C:22]([NH:25][C:26]3[C:31]([NH2:32])=[CH:30][CH:29]=[CH:28][N:27]=3)=[CH:21][CH:20]=2)=[CH:4][CH:3]=1.[CH2:33](OC(=C(C#N)C#N)C)[CH3:34], predict the reaction product. The product is: [CH3:33][C:34]1[N:25]([C:22]2[CH:21]=[CH:20][C:19]([C:9]3[N:8]([C:5]4[CH:6]=[N:7][C:2]([CH3:1])=[CH:3][CH:4]=4)[CH:12]=[C:11]([C:13]4[CH:18]=[CH:17][CH:16]=[CH:15][N:14]=4)[N:10]=3)=[CH:24][CH:23]=2)[C:26]2=[N:27][CH:28]=[CH:29][CH:30]=[C:31]2[N:32]=1. (9) The product is: [Cl:25][C:19]1[CH:20]=[C:21]([Cl:24])[CH:22]=[CH:23][C:18]=1[C:4]1[N:3]=[C:2]([NH:33][CH2:34][CH2:35][NH:36][C:37]2[N:38]=[CH:39][C:40]([C:41]#[N:42])=[CH:43][CH:44]=2)[N:7]2[N:8]=[C:9]([CH2:11][N:12]3[CH2:17][CH2:16][O:15][CH2:14][CH2:13]3)[N:10]=[C:6]2[CH:5]=1. Given the reactants Cl[C:2]1[N:7]2[N:8]=[C:9]([CH2:11][N:12]3[CH2:17][CH2:16][O:15][CH2:14][CH2:13]3)[N:10]=[C:6]2[CH:5]=[C:4]([C:18]2[CH:23]=[CH:22][C:21]([Cl:24])=[CH:20][C:19]=2[Cl:25])[N:3]=1.FC(F)(F)C(O)=O.[NH2:33][CH2:34][CH2:35][NH:36][C:37]1[CH:44]=[CH:43][C:40]([C:41]#[N:42])=[CH:39][N:38]=1.CCN(C(C)C)C(C)C, predict the reaction product.